This data is from Full USPTO retrosynthesis dataset with 1.9M reactions from patents (1976-2016). The task is: Predict the reactants needed to synthesize the given product. (1) Given the product [C:1]([C:3]1([F:15])[CH2:7][CH2:6][N:5]([C:8](=[O:10])[C@H:31]([NH:30][C:28](=[O:29])[O:27][C:23]([CH3:26])([CH3:25])[CH3:24])[C:35]([CH3:38])([CH3:37])[CH3:36])[CH2:4]1)#[N:2], predict the reactants needed to synthesize it. The reactants are: [C:1]([C:3]1([F:15])[CH2:7][CH2:6][N:5]([C:8]([O:10]C(C)(C)C)=O)[CH2:4]1)#[N:2].C(O)(C(F)(F)F)=O.[C:23]([O:27][C:28]([NH:30][C@H:31]([C:35]([CH3:38])([CH3:37])[CH3:36])C(O)=O)=[O:29])([CH3:26])([CH3:25])[CH3:24].C1C=CC2N(O)N=NC=2C=1.CN(C(ON1N=NC2C=CC=NC1=2)=[N+](C)C)C.F[P-](F)(F)(F)(F)F.C(N(CC)C(C)C)(C)C. (2) Given the product [CH2:36]([O:54][CH2:55][C@@H:56]([N:81]=[N+:82]=[N-:83])[CH2:57][CH2:58][CH2:59][CH2:60][CH2:61][CH2:62][CH2:63][CH2:64][CH3:65])[CH2:37][CH2:38][CH2:39][CH2:40][CH2:41][CH2:42][CH2:43]/[CH:44]=[CH:45]\[CH2:46]/[CH:47]=[CH:48]\[CH2:49][CH2:50][CH2:51][CH2:52][CH3:53], predict the reactants needed to synthesize it. The reactants are: C1(P(C2C=CC=CC=2)C2C=CC=CC=2)C=CC=CC=1.N(C(OC(C)(C)C)=O)=NC(OC(C)(C)C)=O.[CH2:36]([O:54][CH2:55][C@H:56](O)[CH2:57][CH2:58][CH2:59][CH2:60][CH2:61][CH2:62][CH2:63][CH2:64][CH3:65])[CH2:37][CH2:38][CH2:39][CH2:40][CH2:41][CH2:42][CH2:43]/[CH:44]=[CH:45]\[CH2:46]/[CH:47]=[CH:48]\[CH2:49][CH2:50][CH2:51][CH2:52][CH3:53].C1(P([N:81]=[N+:82]=[N-:83])(C2C=CC=CC=2)=O)C=CC=CC=1. (3) Given the product [Cl:1][C:2]1[CH:9]=[C:8]([C:10]2[C:11]([CH3:28])=[N:12][N:13]([CH2:16][C:17]3[CH:18]=[C:19]4[C:20](=[CH:26][CH:27]=3)[C:21](=[O:25])[NH:41][NH:40][C:23]4=[O:22])[C:14]=2[CH3:15])[CH:7]=[CH:6][C:3]=1[C:4]#[N:5], predict the reactants needed to synthesize it. The reactants are: [Cl:1][C:2]1[CH:9]=[C:8]([C:10]2[C:11]([CH3:28])=[N:12][N:13]([CH2:16][C:17]3[CH:27]=[CH:26][C:20]4[C:21](=[O:25])[O:22][C:23](=O)[C:19]=4[CH:18]=3)[C:14]=2[CH3:15])[CH:7]=[CH:6][C:3]=1[C:4]#[N:5].ClC1C=C(C2C(C)=[N:40][N:41](CC3C=C(C(O)=O)C(=CC=3)C(O)=O)C=2C)C=CC=1C#N.O.NN.C(O)(=O)C. (4) The reactants are: [Br:1][C:2]1[CH:3]=[CH:4][C:5]([C:8]([OH:10])=O)=[N:6][CH:7]=1.Cl.CN.C(Cl)CCl.C1C=CC2N(O)N=[N:24][C:22]=2C=1. Given the product [Br:1][C:2]1[CH:3]=[CH:4][C:5]([C:8]([NH:24][CH3:22])=[O:10])=[N:6][CH:7]=1, predict the reactants needed to synthesize it.